Dataset: NCI-60 drug combinations with 297,098 pairs across 59 cell lines. Task: Regression. Given two drug SMILES strings and cell line genomic features, predict the synergy score measuring deviation from expected non-interaction effect. (1) Drug 1: CCC1=CC2CC(C3=C(CN(C2)C1)C4=CC=CC=C4N3)(C5=C(C=C6C(=C5)C78CCN9C7C(C=CC9)(C(C(C8N6C)(C(=O)OC)O)OC(=O)C)CC)OC)C(=O)OC.C(C(C(=O)O)O)(C(=O)O)O. Drug 2: CC1OCC2C(O1)C(C(C(O2)OC3C4COC(=O)C4C(C5=CC6=C(C=C35)OCO6)C7=CC(=C(C(=C7)OC)O)OC)O)O. Cell line: T-47D. Synergy scores: CSS=44.7, Synergy_ZIP=-7.15, Synergy_Bliss=-2.50, Synergy_Loewe=1.30, Synergy_HSA=1.89. (2) Drug 1: C1=CC(=CC=C1CCCC(=O)O)N(CCCl)CCCl. Drug 2: CC12CCC3C(C1CCC2O)C(CC4=C3C=CC(=C4)O)CCCCCCCCCS(=O)CCCC(C(F)(F)F)(F)F. Cell line: UACC62. Synergy scores: CSS=8.08, Synergy_ZIP=-10.6, Synergy_Bliss=-13.5, Synergy_Loewe=-11.2, Synergy_HSA=-11.6.